This data is from Forward reaction prediction with 1.9M reactions from USPTO patents (1976-2016). The task is: Predict the product of the given reaction. Given the reactants [CH2:1]([CH:19]([CH2:21][CH2:22][CH2:23][CH2:24][CH2:25][CH2:26][CH2:27][CH2:28]/[CH:29]=[CH:30]\[CH2:31]/[CH:32]=[CH:33]\[CH2:34][CH2:35][CH2:36][CH2:37][CH3:38])[OH:20])[CH2:2][CH2:3][CH2:4][CH2:5][CH2:6][CH2:7][CH2:8]/[CH:9]=[CH:10]\[CH2:11]/[CH:12]=[CH:13]\[CH2:14][CH2:15][CH2:16][CH2:17][CH3:18].C(N(CC)CC)C.[Br:46][CH2:47][CH2:48][C:49](Cl)=[O:50], predict the reaction product. The product is: [Br:46][CH2:47][CH2:48][C:49]([O:20][CH:19]([CH2:21][CH2:22][CH2:23][CH2:24][CH2:25][CH2:26][CH2:27][CH2:28]/[CH:29]=[CH:30]\[CH2:31]/[CH:32]=[CH:33]\[CH2:34][CH2:35][CH2:36][CH2:37][CH3:38])[CH2:1][CH2:2][CH2:3][CH2:4][CH2:5][CH2:6][CH2:7][CH2:8]/[CH:9]=[CH:10]\[CH2:11]/[CH:12]=[CH:13]\[CH2:14][CH2:15][CH2:16][CH2:17][CH3:18])=[O:50].